From a dataset of Forward reaction prediction with 1.9M reactions from USPTO patents (1976-2016). Predict the product of the given reaction. Given the reactants [CH3:1][C:2]1[C:6]([CH3:7])=[C:5]([NH:8][C:9](=[O:16])OCC(Cl)(Cl)Cl)[O:4][N:3]=1.Cl.Cl.[C:19]1([C:25]2[N:30]=[C:29]([N:31]3[CH2:36][CH2:35][NH:34][CH2:33][CH2:32]3)[CH:28]=[CH:27][CH:26]=2)[CH:24]=[CH:23][CH:22]=[CH:21][CH:20]=1, predict the reaction product. The product is: [CH3:1][C:2]1[C:6]([CH3:7])=[C:5]([NH:8][C:9]([N:34]2[CH2:35][CH2:36][N:31]([C:29]3[CH:28]=[CH:27][CH:26]=[C:25]([C:19]4[CH:20]=[CH:21][CH:22]=[CH:23][CH:24]=4)[N:30]=3)[CH2:32][CH2:33]2)=[O:16])[O:4][N:3]=1.